This data is from Reaction yield outcomes from USPTO patents with 853,638 reactions. The task is: Predict the reaction yield, written as a fraction of the theoretical maximum amount of product (1.0 means a 100% yield; for example, 0.34 means a 34% yield). (1) The reactants are CN(C)CCNC.C([Li])CCC.[F:13][C:14]1[C:23]2[C:18](=[CH:19][CH:20]=[CH:21][CH:22]=2)[C:17]([CH:24]=[O:25])=[CH:16][CH:15]=1.[Br:26]C(F)(F)C(Br)(F)F.Cl. The catalyst is O1CCCC1. The product is [Br:26][C:16]1[CH:15]=[C:14]([F:13])[C:23]2[C:18](=[CH:19][CH:20]=[CH:21][CH:22]=2)[C:17]=1[CH:24]=[O:25]. The yield is 0.570. (2) The reactants are [CH3:1][O:2][C:3]1[C:4]([O:23][CH3:24])=[CH:5][C:6]2[NH:12][C:11](=[O:13])[CH2:10][N:9]=[C:8]([C:14]3[CH:15]=[C:16]([CH:19]=[CH:20][CH:21]=3)[C:17]#[N:18])[C:7]=2[CH:22]=1.[H-].[Na+].I[CH2:28][CH3:29]. The catalyst is CN(C=O)C. The product is [CH2:28]([N:12]1[C:6]2[CH:5]=[C:4]([O:23][CH3:24])[C:3]([O:2][CH3:1])=[CH:22][C:7]=2[C:8]([C:14]2[CH:15]=[C:16]([CH:19]=[CH:20][CH:21]=2)[C:17]#[N:18])=[N:9][CH2:10][C:11]1=[O:13])[CH3:29]. The yield is 0.480. (3) The reactants are Br[C:2]1[CH:14]=[CH:13][C:12]2[C:11]3[C:6](=[CH:7][C:8](Br)=[CH:9][CH:10]=3)[C:5](CCCCCC)(CCCCCC)[C:4]=2[CH:3]=1.BrC1C=CC2C3C=CC(Br)=CC=3COCC=2C=1.C(=O)([O-])[O-].[Na+].[Na+]. The catalyst is C1C=CC([P]([Pd]([P](C2C=CC=CC=2)(C2C=CC=CC=2)C2C=CC=CC=2)([P](C2C=CC=CC=2)(C2C=CC=CC=2)C2C=CC=CC=2)[P](C2C=CC=CC=2)(C2C=CC=CC=2)C2C=CC=CC=2)(C2C=CC=CC=2)C2C=CC=CC=2)=CC=1.C1(C)C=CC=CC=1. The product is [CH:7]1[C:6]2[CH2:5][C:4]3[C:12](=[CH:13][CH:14]=[CH:2][CH:3]=3)[C:11]=2[CH:10]=[CH:9][CH:8]=1. The yield is 0.550. (4) The reactants are C([O:5][C:6]([C:8]1[C:16]2[C:11](=[CH:12][C:13]([C:17]3(O)[CH2:22][CH2:21][O:20][CH2:19][CH2:18]3)=[CH:14][CH:15]=2)[NH:10][N:9]=1)=[O:7])(C)(C)C. The catalyst is FC(F)(F)C(O)=O. The product is [O:20]1[CH2:19][CH:18]=[C:17]([C:13]2[CH:12]=[C:11]3[C:16]([C:8]([C:6]([OH:7])=[O:5])=[N:9][NH:10]3)=[CH:15][CH:14]=2)[CH2:22][CH2:21]1. The yield is 0.760. (5) The reactants are [CH2:1]([O:3][C:4]([CH:6]1[NH:11][CH2:10][CH2:9][N:8]([C:12]([O:14][C:15]([CH3:18])([CH3:17])[CH3:16])=[O:13])[CH2:7]1)=[O:5])[CH3:2].N1C=CC=CC=1.[F:25][C:26]1[CH:31]=[CH:30][C:29]([S:32](Cl)(=[O:34])=[O:33])=[CH:28][CH:27]=1. The catalyst is C(Cl)(Cl)Cl. The product is [CH2:1]([O:3][C:4]([CH:6]1[N:11]([S:32]([C:29]2[CH:30]=[CH:31][C:26]([F:25])=[CH:27][CH:28]=2)(=[O:34])=[O:33])[CH2:10][CH2:9][N:8]([C:12]([O:14][C:15]([CH3:17])([CH3:16])[CH3:18])=[O:13])[CH2:7]1)=[O:5])[CH3:2]. The yield is 0.690. (6) The reactants are Cl[C:2]1[N:7]=[C:6]([NH:8][C:9]([C:11]2([C:14]3[CH:24]=[CH:23][C:17]4[O:18][C:19]([F:22])([F:21])[O:20][C:16]=4[CH:15]=3)[CH2:13][CH2:12]2)=[O:10])[CH:5]=[CH:4][C:3]=1[CH3:25].[OH:26][C:27]1[CH:28]=[C:29]([CH:34]=[C:35](B2OC(C)(C)C(C)(C)O2)[CH:36]=1)[C:30]([O:32][CH3:33])=[O:31].C(=O)([O-])[O-].[Na+].[Na+]. The catalyst is COCCOC.C1C=CC([P]([Pd]([P](C2C=CC=CC=2)(C2C=CC=CC=2)C2C=CC=CC=2)([P](C2C=CC=CC=2)(C2C=CC=CC=2)C2C=CC=CC=2)[P](C2C=CC=CC=2)(C2C=CC=CC=2)C2C=CC=CC=2)(C2C=CC=CC=2)C2C=CC=CC=2)=CC=1. The product is [F:21][C:19]1([F:22])[O:18][C:17]2[CH:23]=[CH:24][C:14]([C:11]3([C:9]([NH:8][C:6]4[N:7]=[C:2]([C:35]5[CH:34]=[C:29]([CH:28]=[C:27]([OH:26])[CH:36]=5)[C:30]([O:32][CH3:33])=[O:31])[C:3]([CH3:25])=[CH:4][CH:5]=4)=[O:10])[CH2:13][CH2:12]3)=[CH:15][C:16]=2[O:20]1. The yield is 0.990. (7) The reactants are C(O)(C(F)(F)F)=O.[N:8]1([C:13]2[CH:18]=[CH:17][CH:16]=[CH:15][C:14]=2[OH:19])[CH:12]=[CH:11][CH:10]=[CH:9]1.[F:20][C:21]([F:34])([F:33])[C:22]([N:24]1[C@H:29]2[CH2:30][CH2:31][C@@H:25]1[CH2:26][C:27](=O)[CH2:28]2)=[O:23]. The catalyst is ClC(Cl)C. The product is [F:34][C:21]([F:20])([F:33])[C:22]([N:24]1[CH:29]2[CH2:30][CH2:31][CH:25]1[CH2:26][C:27]1([O:19][C:14]3[CH:15]=[CH:16][CH:17]=[CH:18][C:13]=3[N:8]3[CH:9]=[CH:10][CH:11]=[C:12]13)[CH2:28]2)=[O:23]. The yield is 0.460. (8) The reactants are [Cl:1][C:2]1[CH:3]=[C:4]([C:9]2[O:10][C:11]([CH3:15])([CH3:14])[CH2:12][N:13]=2)[CH:5]=[N:6][C:7]=1Cl.[CH3:16][S-:17].[Na+].O. The catalyst is C(O)(C)(C)C. The product is [Cl:1][C:2]1[CH:3]=[C:4]([C:9]2[O:10][C:11]([CH3:15])([CH3:14])[CH2:12][N:13]=2)[CH:5]=[N:6][C:7]=1[S:17][CH3:16]. The yield is 0.620.